Dataset: Forward reaction prediction with 1.9M reactions from USPTO patents (1976-2016). Task: Predict the product of the given reaction. (1) Given the reactants [CH2:1]([N:8]1[CH2:13][CH2:12][NH:11][CH2:10][CH2:9]1)[C:2]1[CH:7]=[CH:6][CH:5]=[CH:4][CH:3]=1.[C:14](Cl)(=[O:18])[CH2:15][CH2:16][CH3:17].C(N(CC)CC)C, predict the reaction product. The product is: [CH2:1]([N:8]1[CH2:13][CH2:12][N:11]([C:14](=[O:18])[CH2:15][CH2:16][CH3:17])[CH2:10][CH2:9]1)[C:2]1[CH:3]=[CH:4][CH:5]=[CH:6][CH:7]=1. (2) Given the reactants [Cl:1][C:2]1[CH:3]=[C:4]([CH2:9][S:10]([C:13]2[CH:14]=[C:15]3[C:19](=[CH:20][CH:21]=2)[NH:18][C:17](=[O:22])/[C:16]/3=[CH:23]\[C:24]2[NH:28][C:27]([CH3:29])=[C:26]([C:30]([OH:32])=O)[C:25]=2[CH3:33])(=[O:12])=[O:11])[CH:5]=[C:6]([Cl:8])[CH:7]=1.[CH3:34][C@@H:35]1[CH2:40][NH:39][CH2:38][C@H:37]([CH3:41])[NH:36]1.C1C=CC2N(O)N=NC=2C=1.CCN=C=NCCCN(C)C.Cl, predict the reaction product. The product is: [Cl:8][C:6]1[CH:5]=[C:4]([CH2:9][S:10]([C:13]2[CH:14]=[C:15]3[C:19](=[CH:20][CH:21]=2)[NH:18][C:17](=[O:22])/[C:16]/3=[CH:23]\[C:24]2[NH:28][C:27]([CH3:29])=[C:26]([C:30]([N:39]3[CH2:38][C@H:37]([CH3:41])[NH:36][C@H:35]([CH3:34])[CH2:40]3)=[O:32])[C:25]=2[CH3:33])(=[O:12])=[O:11])[CH:3]=[C:2]([Cl:1])[CH:7]=1.